This data is from Full USPTO retrosynthesis dataset with 1.9M reactions from patents (1976-2016). The task is: Predict the reactants needed to synthesize the given product. (1) Given the product [CH3:24][O:25][C:26]1[N:31]=[C:30]([O:32][CH3:33])[C:29]([C:2]2[N:3]=[C:4]([N:18]3[CH2:23][CH2:22][O:21][CH2:20][CH2:19]3)[C:5]3[S:10][C:9]([CH2:11][N:12]([CH3:17])[S:13]([CH3:16])(=[O:15])=[O:14])=[CH:8][C:6]=3[N:7]=2)=[CH:28][N:27]=1, predict the reactants needed to synthesize it. The reactants are: Cl[C:2]1[N:3]=[C:4]([N:18]2[CH2:23][CH2:22][O:21][CH2:20][CH2:19]2)[C:5]2[S:10][C:9]([CH2:11][N:12]([CH3:17])[S:13]([CH3:16])(=[O:15])=[O:14])=[CH:8][C:6]=2[N:7]=1.[CH3:24][O:25][C:26]1[N:31]=[C:30]([O:32][CH3:33])[C:29](B2OC(C)(C)C(C)(C)O2)=[CH:28][N:27]=1. (2) Given the product [OH:1][C@@:2]1([C:9]#[C:10][C:11]2[CH:12]=[C:13]([N:17]3[C:21]4=[N:22][C:23]([O:26][CH3:27])=[N:24][CH:25]=[C:20]4[C:19]([C:28]([NH2:33])=[O:30])=[N:18]3)[CH:14]=[CH:15][CH:16]=2)[CH2:6][CH2:5][N:4]([CH3:7])[C:3]1=[O:8], predict the reactants needed to synthesize it. The reactants are: [OH:1][C@@:2]1([C:9]#[C:10][C:11]2[CH:12]=[C:13]([N:17]3[C:21]4=[N:22][C:23]([O:26][CH3:27])=[N:24][CH:25]=[C:20]4[C:19]([C:28]([O:30]CC)=O)=[N:18]3)[CH:14]=[CH:15][CH:16]=2)[CH2:6][CH2:5][N:4]([CH3:7])[C:3]1=[O:8].[NH3:33].